This data is from Catalyst prediction with 721,799 reactions and 888 catalyst types from USPTO. The task is: Predict which catalyst facilitates the given reaction. (1) Reactant: Br[CH2:2][CH2:3][NH:4][C:5](=[O:11])[O:6][C:7]([CH3:10])([CH3:9])[CH3:8].[OH:12][C:13]1[CH:14]=[C:15]([CH:18]=[CH:19][C:20]=1[I:21])[C:16]#[N:17].C(=O)([O-])[O-].[K+].[K+].C(OCC)(=O)C. Product: [C:7]([O:6][C:5]([NH:4][CH2:3][CH2:2][O:12][C:13]1[CH:14]=[C:15]([CH:18]=[CH:19][C:20]=1[I:21])[C:16]#[N:17])=[O:11])([CH3:10])([CH3:9])[CH3:8]. The catalyst class is: 3. (2) Reactant: [CH3:1][CH2:2][N:3](C(C)C)C(C)C.CN(C(ON1[N:26]=[N:25][C:20]2[CH:21]=[CH:22][CH:23]=[CH:24][C:19]1=2)=[N+](C)C)C.F[P-](F)(F)(F)(F)F.[CH3:34][CH:35]1[CH:40]2[CH2:41][CH:37]([CH:38]([NH:42][C:43]3[CH:48]=[N:47][C:46]([C:49]([F:52])([F:51])[F:50])=[CH:45][N:44]=3)[CH2:39]2)[NH:36]1.CN([CH:56]=[O:57])C. The catalyst class is: 250. Product: [N:3]1[N:25]([C:20]2[CH:21]=[CH:22][CH:23]=[CH:24][C:19]=2[C:56]([N:36]2[CH:35]([CH3:34])[CH:40]3[CH2:41][CH:37]2[CH:38]([NH:42][C:43]2[CH:48]=[N:47][C:46]([C:49]([F:52])([F:50])[F:51])=[CH:45][N:44]=2)[CH2:39]3)=[O:57])[N:26]=[CH:1][CH:2]=1. (3) The catalyst class is: 188. Product: [OH:9][C:10]1[N:14]([C:15]([CH3:23])([CH3:24])[CH2:16][C:17]2[CH:18]=[CH:19][CH:20]=[CH:21][CH:22]=2)[N:13]=[C:12]([CH:25]([CH3:26])[CH3:27])[C:11]=1[C:29]([C:30]1[CH:32]=[CH:39][CH:38]=[CH:37][CH:36]=1)=[O:34]. Reactant: C([O:9][C:10]1[N:14]([C:15]([CH3:24])([CH3:23])[CH2:16][C:17]2[CH:22]=[CH:21][CH:20]=[CH:19][CH:18]=2)[N:13]=[C:12]([CH:25]([CH3:27])[CH3:26])[C:11]=1Br)(=O)C1C=CC=CC=1.[CH3:29][C:30]([CH3:32])=O.C(=O)=[O:34].[CH2:36]([Li])[CH2:37][CH2:38][CH3:39]. (4) Reactant: C1C=CC(P(C2C=CC=CC=2)C2C=CC=CC=2)=CC=1.[I:20]I.N1C=CN=C1.[C:27]([O:31][C:32](=[O:39])[NH:33][CH2:34][CH2:35][CH2:36][CH2:37]O)([CH3:30])([CH3:29])[CH3:28]. Product: [C:27]([O:31][C:32](=[O:39])[NH:33][CH2:34][CH2:35][CH2:36][CH2:37][I:20])([CH3:30])([CH3:29])[CH3:28]. The catalyst class is: 2. (5) Reactant: [CH3:1][C:2]1([CH3:14])[C:10]2[C:5](=[CH:6][C:7]([CH3:11])=[CH:8][CH:9]=2)[C:4]([CH3:13])([CH3:12])[CH2:3]1.[Br:15]N1C(=O)CCC1=O. Product: [Br:15][CH2:11][C:7]1[CH:6]=[C:5]2[C:10](=[CH:9][CH:8]=1)[C:2]([CH3:14])([CH3:1])[CH2:3][C:4]2([CH3:13])[CH3:12]. The catalyst class is: 734. (6) Reactant: [NH2:1][C:2]1[CH:3]=[C:4]2[C:9](=[CH:10][CH:11]=1)[N:8]=[CH:7][C:6]([C:12]#[N:13])=[C:5]2[NH:14][CH:15]1[CH2:21][CH2:20][CH2:19][CH2:18][CH2:17][CH2:16]1.[N:22]1[NH:23][C:24]([CH:27]=O)=[CH:25][CH:26]=1.[BH3-]C#N.[Na+]. Product: [CH:15]1([NH:14][C:5]2[C:4]3[C:9](=[CH:10][CH:11]=[C:2]([NH:1][CH2:27][C:24]4[NH:23][N:22]=[CH:26][CH:25]=4)[CH:3]=3)[N:8]=[CH:7][C:6]=2[C:12]#[N:13])[CH2:16][CH2:17][CH2:18][CH2:19][CH2:20][CH2:21]1. The catalyst class is: 14. (7) Reactant: C1(P(C2C=CC=CC=2)C2C=CC=CC=2)C=CC=CC=1.N(C(OC(C)C)=O)=NC(OC(C)C)=O.[OH:34][C:35]1[CH:44]=[CH:43][CH:42]=[C:41]2[C:36]=1[CH:37]=[CH:38][CH:39]=[N:40]2.[C:45]([O:50][CH3:51])(=[O:49])[C@@H:46]([CH3:48])O. Product: [CH3:51][O:50][C:45](=[O:49])[C@@H:46]([O:34][C:35]1[CH:44]=[CH:43][CH:42]=[C:41]2[C:36]=1[CH:37]=[CH:38][CH:39]=[N:40]2)[CH3:48]. The catalyst class is: 56. (8) Reactant: Br[C:2]1[CH:7]=[CH:6][C:5]([CH:8]([N:16]([CH3:33])[C:17](=[O:32])[CH2:18][N:19]2[C:24]3[CH:25]=[C:26]([Cl:30])[C:27]([Cl:29])=[CH:28][C:23]=3[O:22][CH2:21][C:20]2=[O:31])[CH2:9][N:10]2[CH2:15][CH2:14][O:13][CH2:12][CH2:11]2)=[CH:4][CH:3]=1.[CH3:34][C:35]([O:38][C:39]([NH:41][C:42]1[CH:47]=[CH:46][C:45](B(O)O)=[CH:44][CH:43]=1)=[O:40])([CH3:37])[CH3:36].C([O-])([O-])=O.[Na+].[Na+]. The catalyst class is: 151. Product: [Cl:30][C:26]1[C:27]([Cl:29])=[CH:28][C:23]2[O:22][CH2:21][C:20](=[O:31])[N:19]([CH2:18][C:17]([N:16]([CH3:33])[CH:8]([C:5]3[CH:6]=[CH:7][C:2]([C:45]4[CH:44]=[CH:43][C:42]([NH:41][C:39](=[O:40])[O:38][C:35]([CH3:36])([CH3:34])[CH3:37])=[CH:47][CH:46]=4)=[CH:3][CH:4]=3)[CH2:9][N:10]3[CH2:15][CH2:14][O:13][CH2:12][CH2:11]3)=[O:32])[C:24]=2[CH:25]=1. (9) The catalyst class is: 125. Reactant: [O:1]=[C:2]1[C:8]([NH:9][C:10](=[O:22])[C:11]2[CH:16]=[CH:15][C:14]([C:17]([F:20])([F:19])[F:18])=[CH:13][C:12]=2[OH:21])=[CH:7][C:6](=[O:23])[CH:5]2[CH:3]1[O:4]2.C(O[BH-](OC(=O)C)OC(=O)C)(=O)C.[Na+]. Product: [OH:21][C:12]1[CH:13]=[C:14]([C:17]([F:20])([F:18])[F:19])[CH:15]=[CH:16][C:11]=1[C:10]([NH:9][C:8]1[CH:2]([OH:1])[CH:3]2[CH:5]([C:6](=[O:23])[CH:7]=1)[O:4]2)=[O:22].